From a dataset of Full USPTO retrosynthesis dataset with 1.9M reactions from patents (1976-2016). Predict the reactants needed to synthesize the given product. (1) Given the product [CH3:11][C:10]1[O:9][N:8]=[C:7]([C:12]2[CH:13]=[CH:14][CH:15]=[CH:16][CH:17]=2)[C:6]=1[C:4]1[N:3]=[CH:2][N:1]([C:23]2[CH:24]=[C:19]([CH3:18])[CH:20]=[CH:21][CH:22]=2)[CH:5]=1, predict the reactants needed to synthesize it. The reactants are: [NH:1]1[CH:5]=[C:4]([C:6]2[C:7]([C:12]3[CH:17]=[CH:16][CH:15]=[CH:14][CH:13]=3)=[N:8][O:9][C:10]=2[CH3:11])[N:3]=[CH:2]1.[CH3:18][C:19]1[CH:20]=[C:21](B(O)O)[CH:22]=[CH:23][CH:24]=1. (2) Given the product [CH3:34][C:29]1[C:28]([CH2:27][O:1][C:2]2[CH:7]=[CH:6][C:5]([CH2:8][C:9]([NH:11][CH:12]([C:20]3[CH:21]=[CH:22][CH:23]=[CH:24][CH:25]=3)[C:13]3[CH:18]=[CH:17][CH:16]=[CH:15][C:14]=3[CH3:19])=[O:10])=[CH:4][CH:3]=2)=[C:32]([CH3:33])[O:31][N:30]=1, predict the reactants needed to synthesize it. The reactants are: [OH:1][C:2]1[CH:7]=[CH:6][C:5]([CH2:8][C:9]([NH:11][CH:12]([C:20]2[CH:25]=[CH:24][CH:23]=[CH:22][CH:21]=2)[C:13]2[CH:18]=[CH:17][CH:16]=[CH:15][C:14]=2[CH3:19])=[O:10])=[CH:4][CH:3]=1.Cl[CH2:27][C:28]1[C:29]([CH3:34])=[N:30][O:31][C:32]=1[CH3:33].C([O-])([O-])=O.[K+].[K+].O. (3) Given the product [C:16]1([S:22]([N:1]2[C:9]3[C:4](=[CH:5][C:6]([CH:10]=[O:12])=[CH:7][CH:8]=3)[CH:3]=[CH:2]2)(=[O:24])=[O:23])[CH:21]=[CH:20][CH:19]=[CH:18][CH:17]=1, predict the reactants needed to synthesize it. The reactants are: [NH:1]1[C:9]2[C:4](=[CH:5][C:6]([C:10]([O:12]C)=O)=[CH:7][CH:8]=2)[CH:3]=[CH:2]1.[OH-].[K+].[C:16]1([S:22](Cl)(=[O:24])=[O:23])[CH:21]=[CH:20][CH:19]=[CH:18][CH:17]=1. (4) Given the product [Cl:13][C:5]1[C:4]2[C:9](=[CH:10][CH:11]=[C:2]([NH:15][CH2:16][C:17]3[CH:18]=[C:19]([NH:23][C:24](=[O:26])[CH3:25])[CH:20]=[CH:21][CH:22]=3)[CH:3]=2)[C:8](=[O:12])[NH:7][N:6]=1, predict the reactants needed to synthesize it. The reactants are: Br[C:2]1[CH:3]=[C:4]2[C:9](=[CH:10][CH:11]=1)[C:8](=[O:12])[NH:7][N:6]=[C:5]2[Cl:13].Cl.[NH2:15][CH2:16][C:17]1[CH:18]=[C:19]([NH:23][C:24](=[O:26])[CH3:25])[CH:20]=[CH:21][CH:22]=1.C1C=CC(P(C2C(C3C(P(C4C=CC=CC=4)C4C=CC=CC=4)=CC=C4C=3C=CC=C4)=C3C(C=CC=C3)=CC=2)C2C=CC=CC=2)=CC=1.CC([O-])(C)C.[Na+].